This data is from Catalyst prediction with 721,799 reactions and 888 catalyst types from USPTO. The task is: Predict which catalyst facilitates the given reaction. (1) Reactant: [CH:1]1([N:4]([CH2:39][C:40]2[CH:45]=[C:44]([CH2:46][CH2:47][CH2:48][O:49][CH3:50])[CH:43]=[C:42]([O:51][CH2:52][CH2:53][O:54][CH3:55])[CH:41]=2)[C:5]([C@@H:7]2[C@@H:12]([C:13]3[CH:18]=[CH:17][C:16]([O:19][CH2:20][CH2:21][O:22][C:23]4[C:28]([Cl:29])=[CH:27][C:26]([CH3:30])=[CH:25][C:24]=4[Cl:31])=[CH:15][CH:14]=3)[CH2:11][CH2:10][N:9](C(OC(C)(C)C)=O)[CH2:8]2)=[O:6])[CH2:3][CH2:2]1.Cl.O1CCOCC1. Product: [CH:1]1([N:4]([CH2:39][C:40]2[CH:45]=[C:44]([CH2:46][CH2:47][CH2:48][O:49][CH3:50])[CH:43]=[C:42]([O:51][CH2:52][CH2:53][O:54][CH3:55])[CH:41]=2)[C:5]([C@@H:7]2[C@@H:12]([C:13]3[CH:18]=[CH:17][C:16]([O:19][CH2:20][CH2:21][O:22][C:23]4[C:28]([Cl:29])=[CH:27][C:26]([CH3:30])=[CH:25][C:24]=4[Cl:31])=[CH:15][CH:14]=3)[CH2:11][CH2:10][NH:9][CH2:8]2)=[O:6])[CH2:2][CH2:3]1. The catalyst class is: 2. (2) Reactant: Br[C:2]1[CH:3]=[C:4]2[C:10]([C:11]3[CH:12]=[N:13][N:14]([CH2:16][C:17]4[CH:22]=[C:21]([F:23])[CH:20]=[C:19]([F:24])[CH:18]=4)[CH:15]=3)=[CH:9][N:8]([S:25]([C:28]3[CH:34]=[CH:33][C:31]([CH3:32])=[CH:30][CH:29]=3)(=[O:27])=[O:26])[C:5]2=[N:6][CH:7]=1.[F:35][C:36]1[CH:41]=[CH:40][C:39](B2OC(C)(C)C(C)(C)O2)=[CH:38][C:37]=1[NH:51][S:52]([CH3:55])(=[O:54])=[O:53].C(=O)([O-])[O-].[Na+].[Na+]. Product: [F:24][C:19]1[CH:18]=[C:17]([CH:22]=[C:21]([F:23])[CH:20]=1)[CH2:16][N:14]1[CH:15]=[C:11]([C:10]2[C:4]3[C:5](=[N:6][CH:7]=[C:2]([C:39]4[CH:40]=[CH:41][C:36]([F:35])=[C:37]([NH:51][S:52]([CH3:55])(=[O:54])=[O:53])[CH:38]=4)[CH:3]=3)[N:8]([S:25]([C:28]3[CH:34]=[CH:33][C:31]([CH3:32])=[CH:30][CH:29]=3)(=[O:26])=[O:27])[CH:9]=2)[CH:12]=[N:13]1. The catalyst class is: 600. (3) Reactant: [CH:1]1([N:7]([CH3:30])[S:8]([CH2:11][CH2:12][NH:13][CH2:14][C:15]2[CH:20]=[C:19]([C:21](=[O:28])[C:22]3[CH:27]=[CH:26][CH:25]=[CH:24][CH:23]=3)[CH:18]=[CH:17][C:16]=2[NH2:29])(=[O:10])=[O:9])[CH2:6][CH2:5][CH2:4][CH2:3][CH2:2]1.[N:31]#[C:32]Br. Product: [CH:1]1([N:7]([CH3:30])[S:8]([CH2:11][CH2:12][N:13]2[CH2:14][C:15]3[C:16](=[CH:17][CH:18]=[C:19]([C:21](=[O:28])[C:22]4[CH:27]=[CH:26][CH:25]=[CH:24][CH:23]=4)[CH:20]=3)[N:29]=[C:32]2[NH2:31])(=[O:10])=[O:9])[CH2:2][CH2:3][CH2:4][CH2:5][CH2:6]1. The catalyst class is: 8. (4) Reactant: C(OC([NH:8][CH2:9][C@H:10]1[CH2:15][CH2:14][C@H:13]([C:16]([NH:18][C@@H:19]([CH2:43][C:44]2[CH:49]=[CH:48][C:47]([C:50]3[CH:55]=[CH:54][C:53]([C:56](=[O:66])[NH:57][C@@H:58]4[CH2:62][C@@H:61]([CH2:63][OH:64])[NH:60][C:59]4=[O:65])=[CH:52][C:51]=3[CH3:67])=[CH:46][CH:45]=2)[C:20]([NH:22][C:23]2[CH:28]=[CH:27][C:26]([C:29]3[NH:33][N:32]=[C:31]([C:34]([F:42])([F:41])[C:35]([F:40])([F:39])[C:36]([OH:38])=[O:37])[N:30]=3)=[CH:25][CH:24]=2)=[O:21])=[O:17])[CH2:12][CH2:11]1)=O)(C)(C)C.[ClH:68]. Product: [ClH:68].[NH2:8][CH2:9][C@H:10]1[CH2:11][CH2:12][C@H:13]([C:16]([NH:18][C@@H:19]([CH2:43][C:44]2[CH:49]=[CH:48][C:47]([C:50]3[CH:55]=[CH:54][C:53]([C:56](=[O:66])[NH:57][C@@H:58]4[CH2:62][C@@H:61]([CH2:63][OH:64])[NH:60][C:59]4=[O:65])=[CH:52][C:51]=3[CH3:67])=[CH:46][CH:45]=2)[C:20]([NH:22][C:23]2[CH:28]=[CH:27][C:26]([C:29]3[NH:33][N:32]=[C:31]([C:34]([F:41])([F:42])[C:35]([F:39])([F:40])[C:36]([OH:38])=[O:37])[N:30]=3)=[CH:25][CH:24]=2)=[O:21])=[O:17])[CH2:14][CH2:15]1. The catalyst class is: 12. (5) Product: [Cl:1][C:2]1[S:3][C:4]2[C:13]([N:14]=1)=[CH:12][CH:11]=[C:10]1[C:5]=2[CH2:6][CH2:7][CH2:8][N:9]1[CH3:17]. Reactant: [Cl:1][C:2]1[S:3][C:4]2[C:13]([N:14]=1)=[CH:12][CH:11]=[C:10]1[C:5]=2[CH2:6][CH2:7][CH2:8][NH:9]1.C=O.[C:17](O[BH-](OC(=O)C)OC(=O)C)(=O)C.[Na+]. The catalyst class is: 26. (6) Reactant: CS[CH2:3][O:4][C:5]1[CH:6]=[CH:7][C:8]2[CH2:9][C@H:10]3[N:21]([C:22]([O:24][CH2:25][C:26]4[CH:31]=[CH:30][CH:29]=[CH:28][CH:27]=4)=[O:23])[CH2:20][CH2:19][C@@:16]4([C:17]=2[CH:18]=1)[C@H:11]3[CH2:12][CH2:13][CH2:14][CH2:15]4.S(Cl)([Cl:35])(=O)=O. Product: [CH2:25]([O:24][C:22]([N:21]1[CH2:20][CH2:19][C@@:16]23[C:17]4[CH:18]=[C:5]([O:4][CH2:3][Cl:35])[CH:6]=[CH:7][C:8]=4[CH2:9][C@@H:10]1[C@@H:11]2[CH2:12][CH2:13][CH2:14][CH2:15]3)=[O:23])[C:26]1[CH:31]=[CH:30][CH:29]=[CH:28][CH:27]=1. The catalyst class is: 2. (7) Product: [Cl:27][C:28]1[CH:33]=[CH:32][C:31]2[O:34][CH:22]([C:23]([OH:25])=[O:24])[O:36][C:35]([CH:37]3[CH2:42][CH2:41][CH2:40][CH2:39][CH2:38]3)([CH:43]3[CH2:48][CH2:47][CH2:46][CH2:45][CH2:44]3)[C:30]=2[CH:29]=1. The catalyst class is: 12. Reactant: [H-].[Na+].C1OCCOCCOCCOCCOCCOC1.Cl[CH:22](Cl)[C:23]([OH:25])=[O:24].[Cl:27][C:28]1[CH:33]=[CH:32][C:31]([OH:34])=[C:30]([C:35]([CH:43]2[CH2:48][CH2:47][CH2:46][CH2:45][CH2:44]2)([CH:37]2[CH2:42][CH2:41][CH2:40][CH2:39][CH2:38]2)[OH:36])[CH:29]=1. (8) Reactant: [CH3:1][O:2][C:3](=[O:17])[C:4]1[CH:9]=[CH:8][C:7]([C:10]#[N:11])=[C:6]([O:12][N:13]=C(C)C)[CH:5]=1.[ClH:18]. Product: [ClH:18].[CH3:1][O:2][C:3]([C:4]1[CH:9]=[CH:8][C:7]2[C:10]([NH2:11])=[N:13][O:12][C:6]=2[CH:5]=1)=[O:17]. The catalyst class is: 5. (9) Reactant: [CH2:1]([O:3][C:4](=[O:26])[NH:5][C:6]1[N:15]([CH2:16][C:17]2[CH:22]=[CH:21][C:20]([OH:23])=[C:19]([O:24][CH3:25])[CH:18]=2)[C:9]2=[N:10][CH:11]=[C:12]([I:14])[CH:13]=[C:8]2[N:7]=1)[CH3:2].[OH-].[Na+].CC1C=CC(S(O[CH2:40][C:41]2[CH:46]=[CH:45][C:44]([C:47]([F:53])([F:52])[C:48]([F:51])([F:50])[F:49])=[CH:43][CH:42]=2)(=O)=O)=CC=1. The catalyst class is: 30. Product: [CH2:1]([O:3][C:4](=[O:26])[NH:5][C:6]1[N:15]([CH2:16][C:17]2[CH:22]=[CH:21][C:20]([O:23][CH2:40][C:41]3[CH:42]=[CH:43][C:44]([C:47]([F:52])([F:53])[C:48]([F:49])([F:50])[F:51])=[CH:45][CH:46]=3)=[C:19]([O:24][CH3:25])[CH:18]=2)[C:9]2=[N:10][CH:11]=[C:12]([I:14])[CH:13]=[C:8]2[N:7]=1)[CH3:2].